From a dataset of Full USPTO retrosynthesis dataset with 1.9M reactions from patents (1976-2016). Predict the reactants needed to synthesize the given product. (1) Given the product [S:6]1[C:10]2[CH:11]=[C:12]([NH:15][C:1](=[O:4])/[CH:2]=[CH:3]/[C:25]3[C:33]4[C:28](=[CH:29][CH:30]=[CH:31][CH:32]=4)[NH:27][N:26]=3)[CH:13]=[CH:14][C:9]=2[N:8]=[CH:7]1, predict the reactants needed to synthesize it. The reactants are: [C:1](Cl)(=[O:4])[CH:2]=[CH2:3].[S:6]1[C:10]2[CH:11]=[C:12]([NH2:15])[CH:13]=[CH:14][C:9]=2[N:8]=[CH:7]1.[Al].C(N(CC)CC)C.I[C:25]1[C:33]2[C:28](=[CH:29][CH:30]=[CH:31][CH:32]=2)[NH:27][N:26]=1.C1(C)C=CC=CC=1P(C1C=CC=CC=1C)C1C=CC=CC=1C.CN(C1CCCCC1)C1CCCCC1. (2) Given the product [OH:1][C@:2]1([C@:23]2([CH3:24])[C@H:9]([C@H:10]3[C@H:20]([CH2:21][CH2:22]2)[C@:18]2([CH3:19])[C:13](=[CH:14][C:15](=[O:25])[CH2:16][CH2:17]2)[CH2:12][CH2:11]3)[CH2:8][CH2:7]1)[C:3](=[O:6])[CH2:4][O:5][C:26](=[O:30])[CH2:27][CH2:28][CH3:29], predict the reactants needed to synthesize it. The reactants are: [OH:1][C@:2]1([C@:23]2([CH3:24])[C@H:9]([C@H:10]3[C@H:20]([CH2:21][CH2:22]2)[C@:18]2([CH3:19])[C:13](=[CH:14][C:15](=[O:25])[CH2:16][CH2:17]2)[CH2:12][CH2:11]3)[CH2:8][CH2:7]1)[C:3](=[O:6])[CH2:4][OH:5].[C:26](OCC(F)(F)F)(=[O:30])[CH2:27][CH2:28][CH3:29]. (3) Given the product [OH:32][C@@:24]1([CH2:29][O:30][CH3:31])[CH2:25][CH2:26][CH2:27][CH2:28][C@H:23]1[N:15]1[C:16]([C:17]2[CH:22]=[CH:21][CH:20]=[CH:19][CH:18]=2)=[C:12]([C:10]([N:9]2[CH2:8][CH2:7][N:6]([C:33]([O:35][C:36]([CH3:39])([CH3:38])[CH3:37])=[O:34])[CH2:5][C@H:4]2[CH2:3][CH2:2][O:1][C:43]2[CH:48]=[CH:47][CH:46]=[CH:45][N:44]=2)=[O:11])[N:13]=[CH:14]1, predict the reactants needed to synthesize it. The reactants are: [OH:1][CH2:2][CH2:3][C@H:4]1[N:9]([C:10]([C:12]2[N:13]=[CH:14][N:15]([C@@H:23]3[CH2:28][CH2:27][CH2:26][CH2:25][C@@:24]3([OH:32])[CH2:29][O:30][CH3:31])[C:16]=2[C:17]2[CH:22]=[CH:21][CH:20]=[CH:19][CH:18]=2)=[O:11])[CH2:8][CH2:7][N:6]([C:33]([O:35][C:36]([CH3:39])([CH3:38])[CH3:37])=[O:34])[CH2:5]1.[H-].[Na+].Br[C:43]1[CH:48]=[CH:47][CH:46]=[CH:45][N:44]=1.